Dataset: Reaction yield outcomes from USPTO patents with 853,638 reactions. Task: Predict the reaction yield, written as a fraction of the theoretical maximum amount of product (1.0 means a 100% yield; for example, 0.34 means a 34% yield). (1) The reactants are Cl[C:2](Cl)([O:4][C:5](=[O:11])OC(Cl)(Cl)Cl)Cl.[NH2:13][C:14]1[C:15]2[CH:35]=[CH:34][CH:33]=[CH:32][C:16]=2[C:17]2[C@H:18]([CH2:30][Cl:31])[CH2:19][N:20]([C:23]([O:25][C:26]([CH3:29])([CH3:28])[CH3:27])=[O:24])[C:21]=2[CH:22]=1.[N:36]1[CH:41]=[CH:40][CH:39]=[CH:38][C:37]=1[S:42][S:43][CH2:44]CO.CC([Si](Cl)(C)C)(C)C.N1C=CN=C1. The catalyst is C(Cl)Cl.CN(C1C=CN=CC=1)C.CO.CN(C=O)C.CCOC(C)=O.O. The product is [Cl:31][CH2:30][C@H:18]1[C:17]2[C:16]3[CH:32]=[CH:33][CH:34]=[CH:35][C:15]=3[C:14]([NH:13][C:5]([O:4][CH2:2][CH2:44][S:43][S:42][C:37]3[CH:38]=[CH:39][CH:40]=[CH:41][N:36]=3)=[O:11])=[CH:22][C:21]=2[N:20]([C:23]([O:25][C:26]([CH3:28])([CH3:29])[CH3:27])=[O:24])[CH2:19]1. The yield is 0.770. (2) The reactants are N#N.Cl[C:4]1[N:9]=[CH:8][N:7]=[C:6]([N:10]2[CH2:15][CH2:14][CH:13]([C:16]([O:18][CH2:19][CH3:20])=[O:17])[CH2:12][CH2:11]2)[C:5]=1[F:21].[NH2:22][C:23]1[CH:33]=[CH:32][C:26]([C:27]([N:29]([CH3:31])[CH3:30])=[O:28])=[CH:25][C:24]=1[F:34].C(=O)([O-])[O-].[Cs+].[Cs+].C. The catalyst is CCOC(C)=O.C(P(C(C)(C)C)[C-]1C=CC=C1)(C)(C)C.[C-]1(P(C(C)(C)C)C(C)(C)C)C=CC=C1.[Fe+2].C(O[Pd]OC(=O)C)(=O)C.O1CCOCC1. The product is [CH3:30][N:29]([CH3:31])[C:27]([C:26]1[CH:32]=[CH:33][C:23]([NH:22][C:4]2[N:9]=[CH:8][N:7]=[C:6]([N:10]3[CH2:15][CH2:14][CH:13]([C:16]([O:18][CH2:19][CH3:20])=[O:17])[CH2:12][CH2:11]3)[C:5]=2[F:21])=[C:24]([F:34])[CH:25]=1)=[O:28]. The yield is 0.950. (3) The reactants are [NH:1]1[CH2:6][CH2:5][O:4][CH2:3][CH2:2]1.[N+:7]([C:10]1[CH:15]=[C:14]([N+:16]([O-:18])=[O:17])[CH:13]=[CH:12][C:11]=1[S:19](Cl)(=[O:21])=[O:20])([O-:9])=[O:8]. The catalyst is C(Cl)Cl. The product is [N+:7]([C:10]1[CH:15]=[C:14]([N+:16]([O-:18])=[O:17])[CH:13]=[CH:12][C:11]=1[S:19]([N:1]1[CH2:6][CH2:5][O:4][CH2:3][CH2:2]1)(=[O:21])=[O:20])([O-:9])=[O:8]. The yield is 0.740. (4) The catalyst is O. The product is [C:6]1([CH3:23])[CH:11]=[CH:10][C:9]([O:12][C:13]2[S:17][C:16]([CH2:18][C:19]3[CH:25]=[C:24]([C:26]4[C:27]([NH2:32])=[N:28][CH:29]=[CH:30][CH:31]=4)[O:21][N:20]=3)=[CH:15][CH:14]=2)=[CH:8][CH:7]=1. The reactants are O1CCCC1.[C:6]1([CH3:23])[CH:11]=[CH:10][C:9]([O:12][C:13]2[S:17][C:16]([CH2:18][C:19](Cl)=[N:20][OH:21])=[CH:15][CH:14]=2)=[CH:8][CH:7]=1.[C:24]([C:26]1[C:27]([NH2:32])=[N:28][CH:29]=[CH:30][CH:31]=1)#[CH:25].C(N(CC)CC)C. The yield is 0.0165. (5) The reactants are [C@H:1]12[CH2:7][C@H:4]([CH2:5][CH2:6]1)[CH2:3][C@H:2]2[O:8][C:9]1[CH:10]=[C:11]2[C:16](=[CH:17][CH:18]=1)[CH:15]=[C:14]([C@:19]1([CH3:25])[CH2:23][O:22]C(=O)[NH:20]1)[CH:13]=[CH:12]2.C(O)C.O.[OH-].[Li+].O. No catalyst specified. The product is [NH2:20][C@@:19]([C:14]1[CH:13]=[CH:12][C:11]2[C:16](=[CH:17][CH:18]=[C:9]([O:8][C@@H:2]3[CH2:3][C@@H:4]4[CH2:7][C@H:1]3[CH2:6][CH2:5]4)[CH:10]=2)[CH:15]=1)([CH3:25])[CH2:23][OH:22]. The yield is 0.320.